From a dataset of NCI-60 drug combinations with 297,098 pairs across 59 cell lines. Regression. Given two drug SMILES strings and cell line genomic features, predict the synergy score measuring deviation from expected non-interaction effect. (1) Drug 1: CC12CCC3C(C1CCC2=O)CC(=C)C4=CC(=O)C=CC34C. Drug 2: C1=NC2=C(N=C(N=C2N1C3C(C(C(O3)CO)O)F)Cl)N. Cell line: SNB-75. Synergy scores: CSS=24.4, Synergy_ZIP=-9.00, Synergy_Bliss=-7.92, Synergy_Loewe=-5.83, Synergy_HSA=-6.30. (2) Drug 1: CC1CCCC2(C(O2)CC(NC(=O)CC(C(C(=O)C(C1O)C)(C)C)O)C(=CC3=CSC(=N3)C)C)C. Drug 2: N.N.Cl[Pt+2]Cl. Cell line: SK-MEL-2. Synergy scores: CSS=58.0, Synergy_ZIP=-3.17, Synergy_Bliss=-4.46, Synergy_Loewe=-3.37, Synergy_HSA=-0.640. (3) Drug 1: CNC(=O)C1=NC=CC(=C1)OC2=CC=C(C=C2)NC(=O)NC3=CC(=C(C=C3)Cl)C(F)(F)F. Drug 2: C1CC(=O)NC(=O)C1N2C(=O)C3=CC=CC=C3C2=O. Cell line: K-562. Synergy scores: CSS=-2.72, Synergy_ZIP=2.29, Synergy_Bliss=1.78, Synergy_Loewe=0.550, Synergy_HSA=-3.36. (4) Cell line: HL-60(TB). Drug 1: CC1OCC2C(O1)C(C(C(O2)OC3C4COC(=O)C4C(C5=CC6=C(C=C35)OCO6)C7=CC(=C(C(=C7)OC)O)OC)O)O. Synergy scores: CSS=49.4, Synergy_ZIP=-0.940, Synergy_Bliss=-2.34, Synergy_Loewe=-29.8, Synergy_HSA=-2.33. Drug 2: CC1=CC=C(C=C1)C2=CC(=NN2C3=CC=C(C=C3)S(=O)(=O)N)C(F)(F)F.